From a dataset of Forward reaction prediction with 1.9M reactions from USPTO patents (1976-2016). Predict the product of the given reaction. (1) Given the reactants C(OC(=O)[NH:7][CH:8]([C:31]1[CH:36]=[CH:35][C:34]([O:37][CH2:38][C:39](=[O:61])[N:40]([CH2:51][CH2:52][O:53][Si](C(C)(C)C)(C)C)[CH2:41][CH2:42][O:43][Si](C)(C)C(C)(C)C)=[CH:33][CH:32]=1)[C:9](=[O:30])[NH:10][CH:11]([C:20]1[NH:24][C:23]2[CH:25]=[C:26]([I:29])[CH:27]=[CH:28][C:22]=2[N:21]=1)[CH:12]([C:14]1[CH:19]=[CH:18][CH:17]=[CH:16][CH:15]=1)[CH3:13])(C)(C)C.FC(F)(F)C(O)=O, predict the reaction product. The product is: [NH2:7][C@H:8]([C:31]1[CH:32]=[CH:33][C:34]([O:37][CH2:38][C:39](=[O:61])[N:40]([CH2:51][CH2:52][OH:53])[CH2:41][CH2:42][OH:43])=[CH:35][CH:36]=1)[C:9]([NH:10][C@H:11]([C:20]1[NH:24][C:23]2[CH:25]=[C:26]([I:29])[CH:27]=[CH:28][C:22]=2[N:21]=1)[C@H:12]([C:14]1[CH:19]=[CH:18][CH:17]=[CH:16][CH:15]=1)[CH3:13])=[O:30]. (2) The product is: [CH2:22]([O:29][CH2:30][CH2:31][CH2:32][CH2:33][O:1][C:2]1[CH:3]=[C:4]([CH2:5][NH2:6])[CH:7]=[CH:8][C:9]=1[C:10]1[CH:11]=[CH:12][CH:13]=[CH:14][CH:15]=1)[C:23]1[CH:28]=[CH:27][CH:26]=[CH:25][CH:24]=1. Given the reactants [OH:1][C:2]1[CH:3]=[C:4]([CH:7]=[CH:8][C:9]=1[C:10]1[CH:15]=[CH:14][CH:13]=[CH:12][CH:11]=1)[C:5]#[N:6].C(=O)([O-])[O-].[K+].[K+].[CH2:22]([O:29][CH2:30][CH2:31][CH2:32][CH2:33]Br)[C:23]1[CH:28]=[CH:27][CH:26]=[CH:25][CH:24]=1, predict the reaction product.